Regression. Given a peptide amino acid sequence and an MHC pseudo amino acid sequence, predict their binding affinity value. This is MHC class II binding data. From a dataset of Peptide-MHC class II binding affinity with 134,281 pairs from IEDB. (1) The peptide sequence is IDIWTYNAELLVLLENERTDFHDS. The MHC is DRB1_0401 with pseudo-sequence DRB1_0401. The binding affinity (normalized) is 0.315. (2) The peptide sequence is EQPASAIVNFVSKVM. The MHC is DRB1_0101 with pseudo-sequence DRB1_0101. The binding affinity (normalized) is 0.0915.